Task: Predict the product of the given reaction.. Dataset: Forward reaction prediction with 1.9M reactions from USPTO patents (1976-2016) (1) Given the reactants [CH3:1][O:2][C:3]1[CH:4]=[C:5]([CH2:11][CH2:12][C:13]([NH2:15])=[S:14])[CH:6]=[CH:7][C:8]=1[O:9][CH3:10].Br[CH:17]([CH2:28][C:29]1[CH:34]=[CH:33][CH:32]=[CH:31][CH:30]=1)[C:18]([C:20]1[CH:25]=[CH:24][C:23]([O:26][CH3:27])=[CH:22][CH:21]=1)=O.C([O-])(=O)C.[Na+], predict the reaction product. The product is: [CH2:28]([C:17]1[S:14][C:13]([CH2:12][CH2:11][C:5]2[CH:6]=[CH:7][C:8]([O:9][CH3:10])=[C:3]([O:2][CH3:1])[CH:4]=2)=[N:15][C:18]=1[C:20]1[CH:25]=[CH:24][C:23]([O:26][CH3:27])=[CH:22][CH:21]=1)[C:29]1[CH:30]=[CH:31][CH:32]=[CH:33][CH:34]=1. (2) Given the reactants [CH:1]([C:3]1[O:7][C:6]([C:8]2[CH:9]=[N:10][CH:11]=[C:12]([CH:20]=2)[C:13]([NH:15][CH2:16][CH2:17][CH2:18][OH:19])=[O:14])=[CH:5][CH:4]=1)=O.[S:21]1[CH2:25][C:24](=[O:26])[NH:23][C:22]1=[O:27], predict the reaction product. The product is: [O:27]=[C:22]1[NH:23][C:24](=[O:26])[C:25](=[CH:1][C:3]2[O:7][C:6]([C:8]3[CH:9]=[N:10][CH:11]=[C:12]([CH:20]=3)[C:13]([NH:15][CH2:16][CH2:17][CH2:18][OH:19])=[O:14])=[CH:5][CH:4]=2)[S:21]1.